Dataset: Reaction yield outcomes from USPTO patents with 853,638 reactions. Task: Predict the reaction yield, written as a fraction of the theoretical maximum amount of product (1.0 means a 100% yield; for example, 0.34 means a 34% yield). (1) The reactants are C[O:2][C:3](=[O:36])[C:4]1[CH:9]=[C:8]([N+:10]([O-:12])=[O:11])[C:7]([C:13]2[CH:14]=[C:15]3[C:20](=[CH:21][CH:22]=2)[N:19]=[C:18]([C:23]2[S:27][C:26]([CH3:28])=[N:25][C:24]=2[CH3:29])[CH:17]=[CH:16]3)=[C:6]([CH:30]2[CH2:35][CH2:34][CH2:33][CH2:32][CH2:31]2)[CH:5]=1.[OH-].[Na+].Cl. The catalyst is C1COCC1.CO. The product is [CH:30]1([C:6]2[CH:5]=[C:4]([CH:9]=[C:8]([N+:10]([O-:12])=[O:11])[C:7]=2[C:13]2[CH:14]=[C:15]3[C:20](=[CH:21][CH:22]=2)[N:19]=[C:18]([C:23]2[S:27][C:26]([CH3:28])=[N:25][C:24]=2[CH3:29])[CH:17]=[CH:16]3)[C:3]([OH:36])=[O:2])[CH2:31][CH2:32][CH2:33][CH2:34][CH2:35]1. The yield is 0.660. (2) The reactants are [CH2:1]([N:8]([C:10]1([C:13]2[CH:18]=[CH:17][C:16]([C:19]#[CH:20])=[CH:15][CH:14]=2)[CH2:12][CH2:11]1)[CH3:9])[C:2]1[CH:7]=[CH:6][CH:5]=[CH:4][CH:3]=1.[CH2:21]([O:23][C:24](=[O:32])[C:25]1[CH:30]=[CH:29][C:28](I)=[CH:27][CH:26]=1)[CH3:22]. The catalyst is C(N(CC)CC)C.[Cu]I.Cl[Pd](Cl)([P](C1C=CC=CC=1)(C1C=CC=CC=1)C1C=CC=CC=1)[P](C1C=CC=CC=1)(C1C=CC=CC=1)C1C=CC=CC=1. The product is [CH2:1]([N:8]([CH3:9])[C:10]1([C:13]2[CH:14]=[CH:15][C:16]([C:19]#[C:20][C:28]3[CH:29]=[CH:30][C:25]([C:24]([O:23][CH2:21][CH3:22])=[O:32])=[CH:26][CH:27]=3)=[CH:17][CH:18]=2)[CH2:12][CH2:11]1)[C:2]1[CH:3]=[CH:4][CH:5]=[CH:6][CH:7]=1. The yield is 0.750. (3) The reactants are [Cl:1][C:2]1[CH:7]=[CH:6][C:5]([CH:8]([C:18]2[CH:23]=[CH:22][C:21]([Cl:24])=[CH:20][CH:19]=2)[N:9]2[CH2:14][CH2:13][N:12]([C:15](Cl)=[O:16])[CH2:11][CH2:10]2)=[CH:4][CH:3]=1.[OH:25][N:26]1[C:30](=[O:31])[CH2:29][CH:28]([CH3:32])[C:27]1=[O:33].CN1CCOCC1. The catalyst is C(Cl)Cl.CN(C1C=CN=CC=1)C. The product is [Cl:1][C:2]1[CH:3]=[CH:4][C:5]([CH:8]([C:18]2[CH:19]=[CH:20][C:21]([Cl:24])=[CH:22][CH:23]=2)[N:9]2[CH2:10][CH2:11][N:12]([C:15]([O:25][N:26]3[C:30](=[O:31])[CH2:29][CH:28]([CH3:32])[C:27]3=[O:33])=[O:16])[CH2:13][CH2:14]2)=[CH:6][CH:7]=1. The yield is 0.920. (4) The reactants are [CH3:1][C:2]1([CH3:8])[CH2:4][CH:3]1[C:5](O)=[O:6].O=C1N(P(Cl)(N2CCOC2=O)=O)CCO1.C(N(CC)CC)C.[Br:31][C:32]1[C:33]([F:42])=[C:34]2[C:40]([NH2:41])=[CH:39][NH:38][C:35]2=[N:36][CH:37]=1.C([O-])([O-])=O.[Na+].[Na+]. The catalyst is C(Cl)Cl. The product is [Br:31][C:32]1[C:33]([F:42])=[C:34]2[C:40]([NH:41][C:5]([CH:3]3[CH2:4][C:2]3([CH3:8])[CH3:1])=[O:6])=[CH:39][NH:38][C:35]2=[N:36][CH:37]=1. The yield is 0.474. (5) The reactants are [CH3:1][O:2][C:3](=[O:17])[CH2:4][C:5]1[C:14]([Cl:15])=[CH:13][CH:12]=[C:11]2[C:6]=1[CH:7]=[C:8]([CH3:16])[CH:9]=[N:10]2.[Br:18]N1C(=O)CCC1=O. The catalyst is ClC(Cl)(Cl)Cl. The product is [CH3:1][O:2][C:3](=[O:17])[CH2:4][C:5]1[C:14]([Cl:15])=[CH:13][CH:12]=[C:11]2[C:6]=1[CH:7]=[C:8]([CH2:16][Br:18])[CH:9]=[N:10]2. The yield is 0.600. (6) The reactants are Br[C:2]1[C:3]([O:8][CH:9]2[CH2:12][CH:11]([NH:13][C:14](=[O:20])[O:15][C:16]([CH3:19])([CH3:18])[CH3:17])[CH2:10]2)=[N:4][CH:5]=[CH:6][CH:7]=1.CC1(C)C(C)(C)CB([C:29]2[CH2:30][CH2:31][O:32][CH2:33][CH:34]=2)C1.[O-]P([O-])([O-])=O.[K+].[K+].[K+]. The catalyst is O1CCOCC1.O.C1C=CC(P(C2C=CC=CC=2)[C-]2C=CC=C2)=CC=1.C1C=CC(P(C2C=CC=CC=2)[C-]2C=CC=C2)=CC=1.Cl[Pd]Cl.[Fe+2]. The product is [O:32]1[CH2:31][CH:30]=[C:29]([C:2]2[C:3]([O:8][CH:9]3[CH2:12][CH:11]([NH:13][C:14](=[O:20])[O:15][C:16]([CH3:19])([CH3:18])[CH3:17])[CH2:10]3)=[N:4][CH:5]=[CH:6][CH:7]=2)[CH2:34][CH2:33]1. The yield is 0.700. (7) The reactants are [NH:1]1[CH:5]=[CH:4][N:3]=[C:2]1[CH:6]=O.[CH3:8][O:9][C:10]1[CH:15]=[CH:14][CH:13]=[CH:12][C:11]=1[C:16]1[N:24]2[C:19]([CH:20]=[N:21][C:22]([NH:25][C:26]3[CH:31]=[CH:30][C:29]([CH:32]4[CH2:37][CH2:36][NH:35][CH2:34][CH2:33]4)=[CH:28][C:27]=3[O:38][CH3:39])=[N:23]2)=[CH:18][CH:17]=1.C(O[BH-](OC(=O)C)OC(=O)C)(=O)C.[Na+].C(O)(=O)C. The catalyst is O1CCCC1. The product is [NH:3]1[CH:4]=[CH:5][N:1]=[C:2]1[CH2:6][N:35]1[CH2:34][CH2:33][CH:32]([C:29]2[CH:30]=[CH:31][C:26]([NH:25][C:22]3[N:21]=[CH:20][C:19]4=[CH:18][CH:17]=[C:16]([C:11]5[CH:12]=[CH:13][CH:14]=[CH:15][C:10]=5[O:9][CH3:8])[N:24]4[N:23]=3)=[C:27]([O:38][CH3:39])[CH:28]=2)[CH2:37][CH2:36]1. The yield is 0.0900. (8) The reactants are [Br:1][C:2]1[CH:21]=[CH:20][C:5]([NH:6][C:7]2[C:16]3[C:11](=[CH:12][C:13]([OH:19])=[C:14](OC)[CH:15]=3)[N:10]=[CH:9][N:8]=2)=[C:4]([F:22])[CH:3]=1.O[CH2:24][CH2:25][CH2:26][N:27]1[CH2:31][CH2:30][CH2:29][C:28]1=[O:32].C1(P(C2C=CC=CC=2)C2C=CC=CC=2)C=CC=CC=1.N(C(OCC)=O)=N[C:54](OCC)=[O:55].C(Cl)[Cl:65]. No catalyst specified. The product is [ClH:65].[Br:1][C:2]1[CH:21]=[CH:20][C:5]([NH:6][C:7]2([O:55][CH3:54])[C:16]3[C:11](=[CH:12][C:13]([O:19][CH2:24][CH2:25][CH2:26][N:27]4[CH2:31][CH2:30][CH2:29][C:28]4=[O:32])=[CH:14][CH:15]=3)[N:10]=[CH:9][NH:8]2)=[C:4]([F:22])[CH:3]=1. The yield is 0.670. (9) The reactants are C(OC([N:8]1[CH2:13][CH2:12][N:11]([C:14]([C:16]2[NH:17][C:18]([C:24]3[O:25][CH:26]=[C:27]([CH:29]([CH3:31])[CH3:30])[N:28]=3)=[C:19]([CH:21]([CH3:23])[CH3:22])[CH:20]=2)=[O:15])[CH2:10][C@@H:9]1[CH:32]([CH3:34])[CH3:33])=O)(C)(C)C.C(C(O)=O)(F)(F)F. The catalyst is C(Cl)Cl. The product is [CH:21]([C:19]1[CH:20]=[C:16]([C:14]([N:11]2[CH2:12][CH2:13][NH:8][C@@H:9]([CH:32]([CH3:34])[CH3:33])[CH2:10]2)=[O:15])[NH:17][C:18]=1[C:24]1[O:25][CH:26]=[C:27]([CH:29]([CH3:31])[CH3:30])[N:28]=1)([CH3:22])[CH3:23]. The yield is 0.910.